Dataset: Forward reaction prediction with 1.9M reactions from USPTO patents (1976-2016). Task: Predict the product of the given reaction. (1) Given the reactants [Br:1][C:2]1[CH:7]=[CH:6][C:5]([OH:8])=[CH:4][CH:3]=1.[OH-].[Na+].[CH2:11](Br)[CH2:12][CH2:13][CH2:14][CH2:15][CH2:16][CH2:17][CH2:18][CH2:19][CH3:20].O, predict the reaction product. The product is: [CH2:11]([O:8][C:5]1[CH:6]=[CH:7][C:2]([Br:1])=[CH:3][CH:4]=1)[CH2:12][CH2:13][CH2:14][CH2:15][CH2:16][CH2:17][CH2:18][CH2:19][CH3:20]. (2) Given the reactants Br[C:2]1[CH:7]=[C:6]([CH2:8][F:9])[CH:5]=[C:4]([F:10])[CH:3]=1.C([Li])CCC.CN([CH:19]=[O:20])C, predict the reaction product. The product is: [F:10][C:4]1[CH:3]=[C:2]([CH:7]=[C:6]([CH2:8][F:9])[CH:5]=1)[CH:19]=[O:20]. (3) Given the reactants [Cl:1][C:2]1[C:6]([Cl:7])=[C:5]([CH3:8])[NH:4][C:3]=1[C:9]([NH:11][CH:12]1[CH2:17][CH2:16][N:15]([C:18]2[CH:23]=[C:22]([C:24]#[N:25])[CH:21]=[C:20]([Cl:26])[N:19]=2)[CH2:14][CH2:13]1)=[O:10].Cl.[NH2:28][OH:29], predict the reaction product. The product is: [NH2:25][C:24](=[N:28][OH:29])[C:22]1[CH:21]=[C:20]([Cl:26])[N:19]=[C:18]([N:15]2[CH2:14][CH2:13][CH:12]([NH:11][C:9]([C:3]3[NH:4][C:5]([CH3:8])=[C:6]([Cl:7])[C:2]=3[Cl:1])=[O:10])[CH2:17][CH2:16]2)[CH:23]=1.